From a dataset of Forward reaction prediction with 1.9M reactions from USPTO patents (1976-2016). Predict the product of the given reaction. (1) Given the reactants C[O:2][C:3](=O)[C:4]1[CH:9]=[C:8]([Br:10])[CH:7]=[CH:6][C:5]=1[CH2:11]Br.[CH3:14][NH2:15], predict the reaction product. The product is: [Br:10][C:8]1[CH:9]=[C:4]2[C:5]([CH2:11][N:15]([CH3:14])[C:3]2=[O:2])=[CH:6][CH:7]=1. (2) Given the reactants C1C2C(COC([NH:18][C@@H:19]([CH2:41][S:42][CH2:43][C@H:44]([O:59][CH2:60][CH2:61][CH2:62][CH2:63][CH2:64][CH2:65][CH2:66][CH2:67][CH2:68][CH2:69][CH2:70][CH3:71])[CH2:45][O:46][CH2:47][CH2:48][CH2:49][CH2:50][CH2:51][CH2:52][CH2:53][CH2:54][CH2:55][CH2:56][CH2:57][CH3:58])[C:20](=[O:40])[NH:21][CH2:22][CH2:23][O:24][CH2:25][CH2:26][O:27][CH2:28][CH2:29][O:30][CH2:31][CH2:32][C:33]([O:35][C:36]([CH3:39])([CH3:38])[CH3:37])=[O:34])=O)C3C(=CC=CC=3)C=2C=CC=1.N1CCCCC1, predict the reaction product. The product is: [NH2:18][C@@H:19]([CH2:41][S:42][CH2:43][C@H:44]([O:59][CH2:60][CH2:61][CH2:62][CH2:63][CH2:64][CH2:65][CH2:66][CH2:67][CH2:68][CH2:69][CH2:70][CH3:71])[CH2:45][O:46][CH2:47][CH2:48][CH2:49][CH2:50][CH2:51][CH2:52][CH2:53][CH2:54][CH2:55][CH2:56][CH2:57][CH3:58])[C:20](=[O:40])[NH:21][CH2:22][CH2:23][O:24][CH2:25][CH2:26][O:27][CH2:28][CH2:29][O:30][CH2:31][CH2:32][C:33]([O:35][C:36]([CH3:37])([CH3:38])[CH3:39])=[O:34]. (3) Given the reactants [Br:1][C:2]1[C:3](=[O:14])[NH:4][CH:5]=[C:6]([C:8]2[CH:13]=[CH:12][CH:11]=[CH:10][N:9]=2)[CH:7]=1.[C:15]1(B(O)O)[CH:20]=[CH:19][CH:18]=[CH:17][CH:16]=1.CN(C)C=O.N, predict the reaction product. The product is: [Br:1][C:2]1[C:3](=[O:14])[N:4]([C:15]2[CH:20]=[CH:19][CH:18]=[CH:17][CH:16]=2)[CH:5]=[C:6]([C:8]2[CH:13]=[CH:12][CH:11]=[CH:10][N:9]=2)[CH:7]=1. (4) Given the reactants [CH3:1][C:2]1[CH:3]=[CH:4][C:5]([NH:10][C:11]2[CH:16]=[CH:15][CH:14]=[CH:13][C:12]=2[N+:17]([O-])=O)=[C:6]([CH:9]=1)[C:7]#[N:8].O.O.[Sn](Cl)[Cl:23].Cl, predict the reaction product. The product is: [ClH:23].[CH3:1][C:2]1[CH:3]=[CH:4][C:5]2[NH:10][C:11]3[CH:16]=[CH:15][CH:14]=[CH:13][C:12]=3[N:17]=[C:7]([NH2:8])[C:6]=2[CH:9]=1. (5) Given the reactants Cl.[CH2:2]([C:4]1[N:8]([C:9]2[N:17]=[C:16]3[C:12]([N:13]=[C:14]([CH:19]4[CH2:24][CH2:23][NH:22][CH2:21][CH2:20]4)[N:15]3[CH3:18])=[C:11]([N:25]3[CH2:30][CH2:29][O:28][CH2:27][CH2:26]3)[N:10]=2)[C:7]2[CH:31]=[CH:32][CH:33]=[CH:34][C:6]=2[N:5]=1)[CH3:3].Cl.[C-:36]#[N:37].[Na+].CC(=O)C.[CH2:43]1[CH2:47]OC[CH2:44]1, predict the reaction product. The product is: [CH2:2]([C:4]1[N:8]([C:9]2[N:17]=[C:16]3[C:12]([N:13]=[C:14]([CH:19]4[CH2:20][CH2:21][N:22]([C:43]([CH3:44])([CH3:47])[C:36]#[N:37])[CH2:23][CH2:24]4)[N:15]3[CH3:18])=[C:11]([N:25]3[CH2:26][CH2:27][O:28][CH2:29][CH2:30]3)[N:10]=2)[C:7]2[CH:31]=[CH:32][CH:33]=[CH:34][C:6]=2[N:5]=1)[CH3:3]. (6) Given the reactants [Br:1][C:2]1[C:3]([O:12][CH2:13][CH2:14][C:15]2[S:19][CH:18]=[N:17][C:16]=2[CH3:20])=[C:4]([CH:7]=[C:8]([S:10][CH3:11])[CH:9]=1)[CH:5]=O.Cl.[NH2:22][CH2:23][CH2:24][CH2:25][NH:26][C:27]1[NH:32][C:31]2[CH:33]=[CH:34][S:35][C:30]=2[C:29](=[O:36])[CH:28]=1, predict the reaction product. The product is: [Br:1][C:2]1[C:3]([O:12][CH2:13][CH2:14][C:15]2[S:19][CH:18]=[N:17][C:16]=2[CH3:20])=[C:4]([CH:7]=[C:8]([S:10][CH3:11])[CH:9]=1)[CH2:5][NH:22][CH2:23][CH2:24][CH2:25][NH:26][C:27]1[NH:32][C:31]2[CH:33]=[CH:34][S:35][C:30]=2[C:29](=[O:36])[CH:28]=1. (7) Given the reactants [CH2:1]([N:8]1[CH:13]=[C:12]([O:14][CH3:15])[C:11](=[O:16])[C:10](Cl)=[N:9]1)[C:2]1[CH:7]=[CH:6][CH:5]=[CH:4][CH:3]=1.[C:18]1([N:24]2[C:28](B3OC(C)(C)C(C)(C)O3)=[CH:27][CH:26]=[N:25]2)[CH:23]=[CH:22][CH:21]=[CH:20][CH:19]=1.C(=O)([O-])[O-].[K+].[K+], predict the reaction product. The product is: [CH2:1]([N:8]1[CH:13]=[C:12]([O:14][CH3:15])[C:11](=[O:16])[C:10]([C:28]2[N:24]([C:18]3[CH:19]=[CH:20][CH:21]=[CH:22][CH:23]=3)[N:25]=[CH:26][CH:27]=2)=[N:9]1)[C:2]1[CH:7]=[CH:6][CH:5]=[CH:4][CH:3]=1.